From a dataset of Catalyst prediction with 721,799 reactions and 888 catalyst types from USPTO. Predict which catalyst facilitates the given reaction. (1) Reactant: [CH:1]([C:4]1[CH:9]=[CH:8][CH:7]=[CH:6][C:5]=1[NH:10][C:11]1[CH:12]=[C:13]([C:21]2[CH:26]=[CH:25][CH:24]=[CH:23][CH:22]=2)[C:14]([CH3:20])=[CH:15][C:16]=1[N+:17]([O-])=O)([CH3:3])[CH3:2]. Product: [CH:1]([C:4]1[CH:9]=[CH:8][CH:7]=[CH:6][C:5]=1[NH:10][C:11]1[CH:12]=[C:13]([C:21]2[CH:26]=[CH:25][CH:24]=[CH:23][CH:22]=2)[C:14]([CH3:20])=[CH:15][C:16]=1[NH2:17])([CH3:3])[CH3:2]. The catalyst class is: 63. (2) Product: [ClH:34].[CH2:61]([NH:60][C:59]([C@@H:58]1[C:57]([CH3:66])([CH3:65])[S:56][CH2:55][NH:54]1)=[O:64])[CH:62]=[CH2:63]. The catalyst class is: 13. Reactant: C(OC(N1[C@H](C(O)=O)C(C)(C)SC1)=O)(C)(C)C.C1(OP([Cl:34])(OC2C=CC=CC=2)=O)C=CC=CC=1.CCN(CC)CC.C(N)C=C.Cl.C(OC([N:54]1[C@H:58]([C:59](=[O:64])[NH:60][CH2:61][CH:62]=[CH2:63])[C:57]([CH3:66])([CH3:65])[S:56][CH2:55]1)=O)(C)(C)C. (3) Reactant: [NH2:1][C:2]1[CH:3]=[C:4]([C:8]2[N:13]=[C:12]([NH2:14])[N:11]=[C:10]([NH:15][CH3:16])[CH:9]=2)[CH:5]=[CH:6][CH:7]=1.[CH3:17][N:18]([CH3:25])[CH2:19]/[CH:20]=[CH:21]/[C:22](O)=[O:23].Cl.C(N(CC)CC)C. Product: [NH2:14][C:12]1[N:13]=[C:8]([C:4]2[CH:3]=[C:2]([NH:1][C:22](=[O:23])/[CH:21]=[CH:20]/[CH2:19][N:18]([CH3:25])[CH3:17])[CH:7]=[CH:6][CH:5]=2)[CH:9]=[C:10]([NH:15][CH3:16])[N:11]=1. The catalyst class is: 10. (4) Reactant: [CH3:1][O:2][C:3](=[O:14])[CH:4]([O:6][C:7]1[CH:12]=[CH:11][C:10]([NH2:13])=[CH:9][CH:8]=1)[CH3:5].C(N(CC)CC)C.Cl[C:23](Cl)([O:25]C(=O)OC(Cl)(Cl)Cl)Cl. Product: [CH3:1][O:2][C:3](=[O:14])[CH:4]([O:6][C:7]1[CH:12]=[CH:11][C:10]([N:13]=[C:23]=[O:25])=[CH:9][CH:8]=1)[CH3:5]. The catalyst class is: 11. (5) Reactant: C[N:2](C)[CH:3]=[CH:4][C:5]([C:7]1[C:12](=[O:13])[CH:11]=[CH:10][N:9]([C:14]2[CH:19]=[CH:18][CH:17]=[C:16]([C:20]([F:23])([F:22])[F:21])[CH:15]=2)[N:8]=1)=O.[NH:25]([C:27]1[CH:32]=[CH:31][CH:30]=[CH:29][N:28]=1)N.CCN(CC)CC. Product: [N:28]1[CH:29]=[CH:30][CH:31]=[CH:32][C:27]=1[N:25]1[C:5]([C:7]2[C:12](=[O:13])[CH:11]=[CH:10][N:9]([C:14]3[CH:19]=[CH:18][CH:17]=[C:16]([C:20]([F:23])([F:22])[F:21])[CH:15]=3)[N:8]=2)=[CH:4][CH:3]=[N:2]1. The catalyst class is: 40. (6) The catalyst class is: 2. Product: [O:1]1[C:5]2[CH:6]=[CH:7][C:8]([C:10]3[S:11][CH:12]=[C:13]([C:15]([NH:19][C:20]4[NH:24][C:23]5[CH:25]=[CH:26][C:27]([C:29]([N:31]6[CH2:36][CH2:35][N:34]([CH2:37][CH3:38])[CH2:33][CH2:32]6)=[O:30])=[CH:28][C:22]=5[N:21]=4)=[O:17])[N:14]=3)=[CH:9][C:4]=2[CH2:3][CH2:2]1. Reactant: [O:1]1[C:5]2[CH:6]=[CH:7][C:8]([C:10]3[S:11][CH:12]=[C:13]([C:15]([OH:17])=O)[N:14]=3)=[CH:9][C:4]=2[CH2:3][CH2:2]1.Br.[NH2:19][C:20]1[NH:24][C:23]2[CH:25]=[CH:26][C:27]([C:29]([N:31]3[CH2:36][CH2:35][N:34]([CH2:37][CH3:38])[CH2:33][CH2:32]3)=[O:30])=[CH:28][C:22]=2[N:21]=1.F[P-](F)(F)(F)(F)F.N1(OC(N(C)C)=[N+](C)C)C2C=CC=CC=2N=N1.C(OC(C)C)(C)C.